Dataset: Full USPTO retrosynthesis dataset with 1.9M reactions from patents (1976-2016). Task: Predict the reactants needed to synthesize the given product. Given the product [CH3:1][O:2][C:3]1[CH:8]=[CH:7][C:6]([CH:9]2[O:13][CH:12]3[C:11]([C:18]([C:26]4[CH:31]=[CH:30][CH:29]=[CH:28][CH:27]=4)=[CH2:19])([O:16][C:15](=[O:17])[CH2:14]3)[CH2:10]2)=[CH:5][CH:4]=1, predict the reactants needed to synthesize it. The reactants are: [CH3:1][O:2][C:3]1[CH:8]=[CH:7][C:6]([CH:9]2[O:13][CH:12]([CH2:14][C:15]([OH:17])=[O:16])[C:11](=[C:18]=[CH2:19])[CH2:10]2)=[CH:5][CH:4]=1.C([O-])([O-])=O.[K+].[K+].[C:26]1(I)[CH:31]=[CH:30][CH:29]=[CH:28][CH:27]=1.O.